Dataset: Forward reaction prediction with 1.9M reactions from USPTO patents (1976-2016). Task: Predict the product of the given reaction. (1) Given the reactants [CH:1]1([NH:4][C:5]([C:7]2[N:8]=[N:9][N:10]([C:16]3[CH:21]=[CH:20][C:19]([C:22]([NH:24][CH2:25][CH3:26])=[O:23])=[CH:18][CH:17]=3)[C:11]=2[CH2:12][CH2:13][CH2:14]O)=[O:6])[CH2:3][CH2:2]1.C(N(S(F)(F)[F:33])CC)C.C(=O)([O-])O.[Na+], predict the reaction product. The product is: [CH:1]1([NH:4][C:5]([C:7]2[N:8]=[N:9][N:10]([C:16]3[CH:21]=[CH:20][C:19]([C:22]([NH:24][CH2:25][CH3:26])=[O:23])=[CH:18][CH:17]=3)[C:11]=2[CH2:12][CH2:13][CH2:14][F:33])=[O:6])[CH2:3][CH2:2]1. (2) Given the reactants C(OC([NH:8][CH2:9][CH2:10][N:11]([C:18]([O:20][CH2:21][CH2:22][Si:23]([CH3:26])([CH3:25])[CH3:24])=[O:19])[CH2:12][C:13]([O:15][CH2:16][CH3:17])=[O:14])=O)(C)(C)C.[C:27]1([CH3:37])[CH:32]=[CH:31][C:30]([S:33]([OH:36])(=[O:35])=[O:34])=[CH:29][CH:28]=1, predict the reaction product. The product is: [C:27]1([CH3:37])[CH:28]=[CH:29][C:30]([S:33]([OH:36])(=[O:34])=[O:35])=[CH:31][CH:32]=1.[NH2:8][CH2:9][CH2:10][N:11]([C:18]([O:20][CH2:21][CH2:22][Si:23]([CH3:24])([CH3:26])[CH3:25])=[O:19])[CH2:12][C:13]([O:15][CH2:16][CH3:17])=[O:14]. (3) Given the reactants [CH3:1][C@@:2]1([CH:8]=[CH:9][C:10]2[N:11]([CH2:15][CH3:16])[CH:12]=[CH:13][CH:14]=2)[CH2:6][O:5][C:4](=[O:7])[NH:3]1, predict the reaction product. The product is: [CH3:1][C@@:2]1([CH2:8][CH2:9][C:10]2[N:11]([CH2:15][CH3:16])[CH:12]=[CH:13][CH:14]=2)[CH2:6][O:5][C:4](=[O:7])[NH:3]1. (4) Given the reactants [CH3:1][C:2]1[CH:7]=[C:6]([C:8]2[CH:9]=[CH:10][C:11]3[N:18]4[CH2:19][C@H:14]([CH2:15][CH2:16][CH2:17]4)[NH:13][C:12]=3[N:20]=2)[CH:5]=[CH:4][N:3]=1.C(N(CC)CC)C.ClC(Cl)(O[C:32](=[O:38])OC(Cl)(Cl)Cl)Cl.[F:40][C:41]1[CH:42]=[C:43]([NH2:47])[CH:44]=[N:45][CH:46]=1, predict the reaction product. The product is: [F:40][C:41]1[CH:42]=[C:43]([NH:47][C:32]([N:13]2[C@@H:14]3[CH2:19][N:18]([CH2:17][CH2:16][CH2:15]3)[C:11]3[CH:10]=[CH:9][C:8]([C:6]4[CH:5]=[CH:4][N:3]=[C:2]([CH3:1])[CH:7]=4)=[N:20][C:12]2=3)=[O:38])[CH:44]=[N:45][CH:46]=1. (5) Given the reactants [CH2:1]([N:3]1[C:11]2[C:6](=[CH:7][CH:8]=[CH:9][CH:10]=2)[CH:5]=[C:4]1[C:12]1[CH:17]=[CH:16][CH:15]=[CH:14][CH:13]=1)[CH3:2].[Cl-].[CH3:19][O:20][C:21]1[CH:22]=[C:23]([CH:28]=[CH:29][C:30]=1[O:31][CH3:32])[CH:24]=[N+:25]([CH3:27])[CH3:26].COC1C=C(C=CC=1OC)C=O.CNC, predict the reaction product. The product is: [CH3:19][O:20][C:21]1[CH:22]=[C:23]([CH:24]([N:25]([CH3:27])[CH3:26])[C:5]2[C:6]3[C:11](=[CH:10][CH:9]=[CH:8][CH:7]=3)[N:3]([CH2:1][CH3:2])[C:4]=2[C:12]2[CH:17]=[CH:16][CH:15]=[CH:14][CH:13]=2)[CH:28]=[CH:29][C:30]=1[O:31][CH3:32].